From a dataset of Forward reaction prediction with 1.9M reactions from USPTO patents (1976-2016). Predict the product of the given reaction. Given the reactants Br[CH2:2][C@@H:3]([CH3:6])[CH2:4][OH:5].C([O-])([O-])=O.[K+].[K+].[CH3:13][C:14]1([CH3:28])[C:18]([CH3:20])([CH3:19])[O:17][B:16]([C:21]2[CH:26]=[CH:25][C:24]([OH:27])=[CH:23][CH:22]=2)[O:15]1, predict the reaction product. The product is: [CH3:6][C@H:3]([CH2:2][O:27][C:24]1[CH:23]=[CH:22][C:21]([B:16]2[O:17][C:18]([CH3:20])([CH3:19])[C:14]([CH3:28])([CH3:13])[O:15]2)=[CH:26][CH:25]=1)[CH2:4][OH:5].